Dataset: Peptide-MHC class II binding affinity with 134,281 pairs from IEDB. Task: Regression. Given a peptide amino acid sequence and an MHC pseudo amino acid sequence, predict their binding affinity value. This is MHC class II binding data. (1) The binding affinity (normalized) is 0.540. The peptide sequence is YLKELYNNVNKCGCC. The MHC is DRB1_0101 with pseudo-sequence DRB1_0101. (2) The peptide sequence is AFKVAATAANAQPAN. The binding affinity (normalized) is 0.712. The MHC is DRB1_0802 with pseudo-sequence DRB1_0802. (3) The peptide sequence is SWIRSCPDLKDCLID. The MHC is DRB1_0901 with pseudo-sequence DRB1_0901. The binding affinity (normalized) is 0.487. (4) The peptide sequence is GSYEVKATGSASSMING. The MHC is DRB1_0901 with pseudo-sequence DRB1_0901. The binding affinity (normalized) is 0.489.